From a dataset of Full USPTO retrosynthesis dataset with 1.9M reactions from patents (1976-2016). Predict the reactants needed to synthesize the given product. (1) Given the product [CH3:36][N:37]1[CH2:42][CH2:41][N:40]([C:2]2[CH:7]=[C:6]([C:8]3[CH:9]=[N:10][N:11]4[C:16]([C:17]5[CH:18]=[C:19]([NH:23][C:24](=[O:35])[C:25]6[CH:30]=[CH:29][CH:28]=[C:27]([C:31]([F:34])([F:33])[F:32])[CH:26]=6)[CH:20]=[CH:21][CH:22]=5)=[CH:15][CH:14]=[N:13][C:12]=34)[CH:5]=[CH:4][N:3]=2)[CH2:39][CH2:38]1, predict the reactants needed to synthesize it. The reactants are: Cl[C:2]1[CH:7]=[C:6]([C:8]2[CH:9]=[N:10][N:11]3[C:16]([C:17]4[CH:18]=[C:19]([NH:23][C:24](=[O:35])[C:25]5[CH:30]=[CH:29][CH:28]=[C:27]([C:31]([F:34])([F:33])[F:32])[CH:26]=5)[CH:20]=[CH:21][CH:22]=4)=[CH:15][CH:14]=[N:13][C:12]=23)[CH:5]=[CH:4][N:3]=1.[CH3:36][N:37]1[CH2:42][CH2:41][NH:40][CH2:39][CH2:38]1. (2) Given the product [CH2:19]([C@@H:21]1[N:26]([C:2]2[CH:7]=[CH:6][C:5]([C:8]([OH:17])([C:13]([F:16])([F:15])[F:14])[C:9]([F:12])([F:11])[F:10])=[CH:4][CH:3]=2)[CH2:25][CH2:24][N:23]([C:27]([O:29][C:30]([CH3:31])([CH3:33])[CH3:32])=[O:28])[CH2:22]1)[CH3:20], predict the reactants needed to synthesize it. The reactants are: Br[C:2]1[CH:7]=[CH:6][C:5]([C:8]([OH:17])([C:13]([F:16])([F:15])[F:14])[C:9]([F:12])([F:11])[F:10])=[CH:4][CH:3]=1.Cl.[CH2:19]([C@@H:21]1[NH:26][CH2:25][CH2:24][N:23]([C:27]([O:29][C:30]([CH3:33])([CH3:32])[CH3:31])=[O:28])[CH2:22]1)[CH3:20].CC(C)([O-])C.[Na+].C1(P(C2CCCCC2)C2C=CC=CC=2C2C(OC(C)C)=CC=CC=2OC(C)C)CCCCC1. (3) Given the product [C:37]([CH2:36][CH2:35][CH2:34][C:31]1[CH:30]=[CH:29][C:28]([N:21]2[C:20](=[S:40])[N:19]([C:16]3[CH:17]=[CH:18][C:13]([C:11]#[N:12])=[C:14]([C:41]([F:44])([F:42])[F:43])[CH:15]=3)[C:26](=[O:27])[C:22]32[CH2:23][CH2:24][CH2:25]3)=[CH:33][CH:32]=1)#[N:39], predict the reactants needed to synthesize it. The reactants are: CS(C)=O.C(Cl)(=O)C(Cl)=O.[C:11]([C:13]1[CH:18]=[CH:17][C:16]([N:19]2[C:26](=[O:27])[C:22]3([CH2:25][CH2:24][CH2:23]3)[N:21]([C:28]3[CH:33]=[CH:32][C:31]([CH2:34][CH2:35][CH2:36][C:37]([NH2:39])=O)=[CH:30][CH:29]=3)[C:20]2=[S:40])=[CH:15][C:14]=1[C:41]([F:44])([F:43])[F:42])#[N:12]. (4) Given the product [CH:18]1([C:17]2[C:11]3[S:10][C:9]([NH:8][C:6](=[O:7])[C:5]4[CH:4]=[CH:3][N:28]=[C:27]([N:29]5[CH2:33][CH2:32][CH2:31][CH2:30]5)[C:26]=4[CH3:34])=[N:13][C:12]=3[C:14]([O:24][CH3:25])=[CH:15][CH:16]=2)[CH2:23][CH2:22][CH2:21][CH2:20][CH2:19]1, predict the reactants needed to synthesize it. The reactants are: ClC[C:3]1[CH:4]=[C:5]([CH:26]=[CH:27][N:28]=1)[C:6]([NH:8][C:9]1[S:10][C:11]2[C:17]([CH:18]3[CH2:23][CH2:22][CH2:21][CH2:20][CH2:19]3)=[CH:16][CH:15]=[C:14]([O:24][CH3:25])[C:12]=2[N:13]=1)=[O:7].[NH:29]1[CH2:33][CH2:32][CH2:31][CH2:30]1.[CH2:34]1COCC1. (5) Given the product [F:1][C:2]1[CH:3]=[C:4]([CH:7]=[CH:8][C:9]=1[N:10]1[CH2:15][CH2:14][N:13]([C:26](=[O:27])[C:25]2[CH:29]=[CH:30][CH:31]=[C:23]([C:20]3[N:19]=[C:18]([C:17]([F:33])([F:32])[F:16])[O:22][N:21]=3)[CH:24]=2)[CH2:12][CH2:11]1)[C:5]#[N:6], predict the reactants needed to synthesize it. The reactants are: [F:1][C:2]1[CH:3]=[C:4]([CH:7]=[CH:8][C:9]=1[N:10]1[CH2:15][CH2:14][NH:13][CH2:12][CH2:11]1)[C:5]#[N:6].[F:16][C:17]([F:33])([F:32])[C:18]1[O:22][N:21]=[C:20]([C:23]2[CH:24]=[C:25]([CH:29]=[CH:30][CH:31]=2)[C:26](O)=[O:27])[N:19]=1.